From a dataset of NCI-60 drug combinations with 297,098 pairs across 59 cell lines. Regression. Given two drug SMILES strings and cell line genomic features, predict the synergy score measuring deviation from expected non-interaction effect. (1) Drug 1: COC1=C(C=C2C(=C1)N=CN=C2NC3=CC(=C(C=C3)F)Cl)OCCCN4CCOCC4. Drug 2: C1=NC2=C(N=C(N=C2N1C3C(C(C(O3)CO)O)F)Cl)N. Cell line: ACHN. Synergy scores: CSS=58.6, Synergy_ZIP=0.967, Synergy_Bliss=1.47, Synergy_Loewe=2.13, Synergy_HSA=6.93. (2) Drug 1: CC(CN1CC(=O)NC(=O)C1)N2CC(=O)NC(=O)C2. Drug 2: CC1C(C(CC(O1)OC2CC(OC(C2O)C)OC3=CC4=CC5=C(C(=O)C(C(C5)C(C(=O)C(C(C)O)O)OC)OC6CC(C(C(O6)C)O)OC7CC(C(C(O7)C)O)OC8CC(C(C(O8)C)O)(C)O)C(=C4C(=C3C)O)O)O)O. Cell line: LOX IMVI. Synergy scores: CSS=21.2, Synergy_ZIP=-5.86, Synergy_Bliss=-3.66, Synergy_Loewe=-1.91, Synergy_HSA=-2.51. (3) Drug 1: CC=C1C(=O)NC(C(=O)OC2CC(=O)NC(C(=O)NC(CSSCCC=C2)C(=O)N1)C(C)C)C(C)C. Drug 2: C(CCl)NC(=O)N(CCCl)N=O. Cell line: OVCAR3. Synergy scores: CSS=35.1, Synergy_ZIP=3.72, Synergy_Bliss=5.48, Synergy_Loewe=-26.2, Synergy_HSA=1.66. (4) Synergy scores: CSS=9.86, Synergy_ZIP=-3.18, Synergy_Bliss=0.0455, Synergy_Loewe=-30.5, Synergy_HSA=-2.80. Drug 2: C1=CC=C(C=C1)NC(=O)CCCCCCC(=O)NO. Cell line: SK-MEL-2. Drug 1: CC1=C(C=C(C=C1)NC2=NC=CC(=N2)N(C)C3=CC4=NN(C(=C4C=C3)C)C)S(=O)(=O)N.Cl. (5) Drug 1: CC(CN1CC(=O)NC(=O)C1)N2CC(=O)NC(=O)C2. Drug 2: CC12CCC3C(C1CCC2OP(=O)(O)O)CCC4=C3C=CC(=C4)OC(=O)N(CCCl)CCCl.[Na+]. Cell line: PC-3. Synergy scores: CSS=15.0, Synergy_ZIP=-4.02, Synergy_Bliss=-0.435, Synergy_Loewe=-6.84, Synergy_HSA=-0.399. (6) Drug 1: COC1=NC(=NC2=C1N=CN2C3C(C(C(O3)CO)O)O)N. Drug 2: C1=NC2=C(N=C(N=C2N1C3C(C(C(O3)CO)O)F)Cl)N. Cell line: HL-60(TB). Synergy scores: CSS=39.4, Synergy_ZIP=2.87, Synergy_Bliss=3.12, Synergy_Loewe=-40.2, Synergy_HSA=1.31. (7) Drug 1: C1=CC(=C2C(=C1NCCNCCO)C(=O)C3=C(C=CC(=C3C2=O)O)O)NCCNCCO. Drug 2: CC(C)NC(=O)C1=CC=C(C=C1)CNNC.Cl. Cell line: UO-31. Synergy scores: CSS=26.2, Synergy_ZIP=-1.33, Synergy_Bliss=2.22, Synergy_Loewe=-35.6, Synergy_HSA=2.84. (8) Drug 1: CN1CCC(CC1)COC2=C(C=C3C(=C2)N=CN=C3NC4=C(C=C(C=C4)Br)F)OC. Drug 2: COC1=CC(=CC(=C1O)OC)C2C3C(COC3=O)C(C4=CC5=C(C=C24)OCO5)OC6C(C(C7C(O6)COC(O7)C8=CC=CS8)O)O. Cell line: TK-10. Synergy scores: CSS=30.9, Synergy_ZIP=-13.1, Synergy_Bliss=-2.24, Synergy_Loewe=-0.859, Synergy_HSA=1.32. (9) Drug 1: CS(=O)(=O)OCCCCOS(=O)(=O)C. Drug 2: CC(C)(C#N)C1=CC(=CC(=C1)CN2C=NC=N2)C(C)(C)C#N. Cell line: PC-3. Synergy scores: CSS=-1.21, Synergy_ZIP=0.683, Synergy_Bliss=2.80, Synergy_Loewe=-1.21, Synergy_HSA=-0.840. (10) Drug 1: C1=C(C(=O)NC(=O)N1)N(CCCl)CCCl. Drug 2: CC12CCC3C(C1CCC2OP(=O)(O)O)CCC4=C3C=CC(=C4)OC(=O)N(CCCl)CCCl.[Na+]. Cell line: T-47D. Synergy scores: CSS=5.75, Synergy_ZIP=-8.43, Synergy_Bliss=-5.26, Synergy_Loewe=-14.9, Synergy_HSA=-5.71.